Dataset: Forward reaction prediction with 1.9M reactions from USPTO patents (1976-2016). Task: Predict the product of the given reaction. (1) Given the reactants [CH3:1][O:2][C:3]([C:5]1[N:10]=[CH:9][C:8]([N:11]=C(C2C=CC=CC=2)C2C=CC=CC=2)=[CH:7][N:6]=1)=[O:4].C([O-])(=O)C.[Na+].Cl.NO, predict the reaction product. The product is: [CH3:1][O:2][C:3]([C:5]1[N:6]=[CH:7][C:8]([NH2:11])=[CH:9][N:10]=1)=[O:4]. (2) Given the reactants [CH2:1]([N:5]1[C:9](=[O:10])[CH2:8][S:7][C:6]1=[N:11][C:12]1[CH:13]=[C:14]([CH:17]=[CH:18][CH:19]=1)[C:15]#[N:16])[CH2:2][CH2:3][CH3:4].C1(C)C=CC(S([O-])(=O)=O)=CC=1.[CH3:31][N+:32]1[C:36]2[CH:37]=[CH:38][CH:39]=[CH:40][C:35]=2[S:34][C:33]=1SC, predict the reaction product. The product is: [CH2:1]([N:5]1[C:9](=[O:10])[C:8](=[C:33]2[N:32]([CH3:31])[C:36]3[CH:37]=[CH:38][CH:39]=[CH:40][C:35]=3[S:34]2)[S:7][C:6]1=[N:11][C:12]1[CH:13]=[C:14]([CH:17]=[CH:18][CH:19]=1)[C:15]#[N:16])[CH2:2][CH2:3][CH3:4]. (3) Given the reactants [C:1]([Si:5]([O:8][C:9]1[CH:14]=[C:13]([N+:15]([O-])=O)[CH:12]=[CH:11][C:10]=1[O:18][CH3:19])([CH3:7])[CH3:6])([CH3:4])([CH3:3])[CH3:2].[H][H], predict the reaction product. The product is: [Si:5]([O:8][C:9]1[CH:14]=[C:13]([NH2:15])[CH:12]=[CH:11][C:10]=1[O:18][CH3:19])([C:1]([CH3:4])([CH3:3])[CH3:2])([CH3:7])[CH3:6].